This data is from NCI-60 drug combinations with 297,098 pairs across 59 cell lines. The task is: Regression. Given two drug SMILES strings and cell line genomic features, predict the synergy score measuring deviation from expected non-interaction effect. (1) Drug 1: CC1=CC2C(CCC3(C2CCC3(C(=O)C)OC(=O)C)C)C4(C1=CC(=O)CC4)C. Drug 2: C1=NC(=NC(=O)N1C2C(C(C(O2)CO)O)O)N. Cell line: HL-60(TB). Synergy scores: CSS=12.8, Synergy_ZIP=-1.23, Synergy_Bliss=4.44, Synergy_Loewe=-7.00, Synergy_HSA=0.518. (2) Drug 1: C1C(C(OC1N2C=NC3=C2NC=NCC3O)CO)O. Drug 2: CC1C(C(CC(O1)OC2CC(CC3=C2C(=C4C(=C3O)C(=O)C5=C(C4=O)C(=CC=C5)OC)O)(C(=O)CO)O)N)O.Cl. Cell line: A498. Synergy scores: CSS=44.0, Synergy_ZIP=-3.07, Synergy_Bliss=-4.94, Synergy_Loewe=-40.6, Synergy_HSA=-4.26. (3) Drug 2: CC1C(C(CC(O1)OC2CC(OC(C2O)C)OC3=CC4=CC5=C(C(=O)C(C(C5)C(C(=O)C(C(C)O)O)OC)OC6CC(C(C(O6)C)O)OC7CC(C(C(O7)C)O)OC8CC(C(C(O8)C)O)(C)O)C(=C4C(=C3C)O)O)O)O. Cell line: HCT-15. Drug 1: CC1=C2C(C(=O)C3(C(CC4C(C3C(C(C2(C)C)(CC1OC(=O)C(C(C5=CC=CC=C5)NC(=O)OC(C)(C)C)O)O)OC(=O)C6=CC=CC=C6)(CO4)OC(=O)C)OC)C)OC. Synergy scores: CSS=57.5, Synergy_ZIP=-1.98, Synergy_Bliss=-2.65, Synergy_Loewe=-31.2, Synergy_HSA=-2.48. (4) Drug 1: CC1=C(C(=O)C2=C(C1=O)N3CC4C(C3(C2COC(=O)N)OC)N4)N. Drug 2: C1=CC=C(C=C1)NC(=O)CCCCCCC(=O)NO. Cell line: NCIH23. Synergy scores: CSS=86.3, Synergy_ZIP=6.93, Synergy_Bliss=6.00, Synergy_Loewe=3.93, Synergy_HSA=8.80. (5) Drug 1: C1CNP(=O)(OC1)N(CCCl)CCCl. Drug 2: C(CCl)NC(=O)N(CCCl)N=O. Cell line: HOP-62. Synergy scores: CSS=28.5, Synergy_ZIP=12.7, Synergy_Bliss=11.8, Synergy_Loewe=7.33, Synergy_HSA=12.3. (6) Drug 1: C1CN(CCN1C(=O)CCBr)C(=O)CCBr. Drug 2: C1CN(P(=O)(OC1)NCCCl)CCCl. Cell line: BT-549. Synergy scores: CSS=15.2, Synergy_ZIP=-3.50, Synergy_Bliss=-8.93, Synergy_Loewe=-1.39, Synergy_HSA=-5.28. (7) Drug 1: C1CCC(CC1)NC(=O)N(CCCl)N=O. Drug 2: CS(=O)(=O)CCNCC1=CC=C(O1)C2=CC3=C(C=C2)N=CN=C3NC4=CC(=C(C=C4)OCC5=CC(=CC=C5)F)Cl. Cell line: HCT116. Synergy scores: CSS=18.1, Synergy_ZIP=2.42, Synergy_Bliss=4.19, Synergy_Loewe=3.36, Synergy_HSA=3.88. (8) Drug 2: CC1=CC2C(CCC3(C2CCC3(C(=O)C)OC(=O)C)C)C4(C1=CC(=O)CC4)C. Drug 1: C1CCC(C1)C(CC#N)N2C=C(C=N2)C3=C4C=CNC4=NC=N3. Synergy scores: CSS=-9.47, Synergy_ZIP=5.12, Synergy_Bliss=-1.50, Synergy_Loewe=-10.9, Synergy_HSA=-11.2. Cell line: UACC62.